This data is from Forward reaction prediction with 1.9M reactions from USPTO patents (1976-2016). The task is: Predict the product of the given reaction. Given the reactants [CH2:1]([O:8][C:9]([N:11]1[CH2:15][CH:14]([OH:16])[CH2:13][CH:12]1[C:17]([OH:19])=O)=[O:10])[C:2]1[CH:7]=[CH:6][CH:5]=[CH:4][CH:3]=1.O[N:21]1[C:25]2[CH:26]=[CH:27][CH:28]=[CH:29][C:24]=2N=N1.Cl.CN(C)[CH2:33][CH2:34][CH2:35]N=C=NCC.[CH:42](N(C(C)C)CC)(C)C, predict the reaction product. The product is: [CH2:1]([O:8][C:9]([N:11]1[CH2:15][CH:14]([OH:16])[CH2:13][CH:12]1[C:17](=[O:19])[NH:21][CH:25]1[C:24]2[C:29](=[CH:42][CH:35]=[CH:34][CH:33]=2)[CH2:28][CH2:27][CH2:26]1)=[O:10])[C:2]1[CH:3]=[CH:4][CH:5]=[CH:6][CH:7]=1.